Task: Predict the product of the given reaction.. Dataset: Forward reaction prediction with 1.9M reactions from USPTO patents (1976-2016) (1) Given the reactants [C:1]([O:9][CH2:10][CH2:11][O:12][CH2:13][CH2:14][N:15]1[C:23]2[C:22](Cl)=[N:21][CH:20]=[N:19][C:18]=2[CH:17]=[CH:16]1)(=[O:8])[C:2]1[CH:7]=[CH:6][CH:5]=[CH:4][CH:3]=1.[NH2:25][C:26]1[CH:31]=[CH:30][C:29]([OH:32])=[CH:28][C:27]=1[Cl:33].C(=O)([O-])[O-].[K+].[K+].CN1CCCC1=O, predict the reaction product. The product is: [C:1]([O:9][CH2:10][CH2:11][O:12][CH2:13][CH2:14][N:15]1[C:23]2[C:22]([O:32][C:29]3[CH:30]=[CH:31][C:26]([NH2:25])=[C:27]([Cl:33])[CH:28]=3)=[N:21][CH:20]=[N:19][C:18]=2[CH:17]=[CH:16]1)(=[O:8])[C:2]1[CH:7]=[CH:6][CH:5]=[CH:4][CH:3]=1. (2) Given the reactants [F:1][C:2]([F:17])([F:16])[O:3][C:4]1[CH:5]=[C:6]2[C:10](=[CH:11][CH:12]=1)[NH:9][C:8]([C:13]([NH2:15])=[O:14])=[CH:7]2.[Cl:18][CH:19](Cl)[C:20](=O)[CH3:21], predict the reaction product. The product is: [Cl:18][CH2:19][C:20]1[N:15]=[C:13]([C:8]2[NH:9][C:10]3[C:6]([CH:7]=2)=[CH:5][C:4]([O:3][C:2]([F:1])([F:16])[F:17])=[CH:12][CH:11]=3)[O:14][CH:21]=1. (3) Given the reactants CS(O[CH2:6][C@@H:7]([NH:9][C:10]([O:12][CH2:13][C:14]1[CH:19]=[CH:18][CH:17]=[CH:16][CH:15]=1)=[O:11])[CH3:8])(=O)=O.[CH:20]1([NH2:23])[CH2:22][CH2:21]1, predict the reaction product. The product is: [CH:20]1([NH:23][CH2:6][C@@H:7]([NH:9][C:10](=[O:11])[O:12][CH2:13][C:14]2[CH:19]=[CH:18][CH:17]=[CH:16][CH:15]=2)[CH3:8])[CH2:22][CH2:21]1. (4) Given the reactants [CH2:1]([N:8]1[C:16]2[C:11](=[CH:12][C:13]([Br:17])=[CH:14][CH:15]=2)[C:10]([C:18]([O:20]C)=[O:19])=[N:9]1)[C:2]1[CH:7]=[CH:6][CH:5]=[CH:4][CH:3]=1.[OH-].[Na+].Cl, predict the reaction product. The product is: [CH2:1]([N:8]1[C:16]2[C:11](=[CH:12][C:13]([Br:17])=[CH:14][CH:15]=2)[C:10]([C:18]([OH:20])=[O:19])=[N:9]1)[C:2]1[CH:3]=[CH:4][CH:5]=[CH:6][CH:7]=1. (5) Given the reactants [NH:1]1[CH2:6][CH2:5][O:4][CH2:3][CH2:2]1.C(=O)([O-])[O-].[Na+].[Na+].Cl[CH2:14][CH2:15][CH2:16][CH2:17][CH2:18][CH2:19][C@H:20]1[CH2:37][C@@:35]2([CH3:36])[C@@H:31]([CH2:32][CH2:33][C@@H:34]2[OH:38])[C@@:30]2([CH:39]=[CH2:40])[C@H:21]1[C:22]1[CH:23]=[CH:24][C:25]([OH:41])=[CH:26][C:27]=1[CH2:28][CH2:29]2, predict the reaction product. The product is: [O:4]1[CH2:5][CH2:6][N:1]([CH2:14][CH2:15][CH2:16][CH2:17][CH2:18][CH2:19][C@H:20]2[CH2:37][C@@:35]3([CH3:36])[C@@H:31]([CH2:32][CH2:33][C@@H:34]3[OH:38])[C@@:30]3([CH:39]=[CH2:40])[C@H:21]2[C:22]2[CH:23]=[CH:24][C:25]([OH:41])=[CH:26][C:27]=2[CH2:28][CH2:29]3)[CH2:2][CH2:3]1. (6) Given the reactants C[O:2][C:3](=[O:23])[C:4]1[C:9]([O:10][CH2:11][CH2:12][CH:13]=[CH2:14])=[CH:8][CH:7]=[CH:6][C:5]=1[O:15][CH2:16][C:17]1[CH:22]=[CH:21][CH:20]=[CH:19][CH:18]=1.[OH-].[Na+], predict the reaction product. The product is: [CH2:16]([O:15][C:5]1[CH:6]=[CH:7][CH:8]=[C:9]([O:10][CH2:11][CH2:12][CH:13]=[CH2:14])[C:4]=1[C:3]([OH:23])=[O:2])[C:17]1[CH:18]=[CH:19][CH:20]=[CH:21][CH:22]=1.